This data is from Catalyst prediction with 721,799 reactions and 888 catalyst types from USPTO. The task is: Predict which catalyst facilitates the given reaction. (1) Reactant: [OH:1][CH2:2][CH2:3][NH:4][S:5]([C:8]1[CH:13]=[CH:12][CH:11]=[C:10](B2OC(C)(C)C(C)(C)O2)[CH:9]=1)(=[O:7])=[O:6].Br[C:24]1[N:29]=[C:28]([NH:30][C:31]2[CH:35]=[C:34]([CH:36]3[CH2:38][CH2:37]3)[NH:33][N:32]=2)[C:27]([C:39]#[C:40][Si](C)(C)C)=[CH:26][N:25]=1.C1(C2NN=C(NC3C(C#C)=CN=C(C4C=C(S(N)(=O)=O)C=CC=4)N=3)C=2)CC1. Product: [CH:36]1([C:34]2[CH:35]=[C:31]([NH:30][C:28]3[C:27]([C:39]#[CH:40])=[CH:26][N:25]=[C:24]([C:10]4[CH:9]=[C:8]([S:5]([NH:4][CH2:3][CH2:2][OH:1])(=[O:6])=[O:7])[CH:13]=[CH:12][CH:11]=4)[N:29]=3)[NH:32][N:33]=2)[CH2:38][CH2:37]1. The catalyst class is: 45. (2) Reactant: C1C(=O)N([Br:8])C(=O)C1.C(OOC(=O)C1C=CC=CC=1)(=O)C1C=CC=CC=1.[C:27]([O:30][C:31]1[CH:40]=[C:39]([CH3:41])[C:38]([Br:42])=[CH:37][C:32]=1[C:33]([O:35][CH3:36])=[O:34])(=[O:29])[CH3:28]. Product: [C:27]([O:30][C:31]1[CH:40]=[C:39]([CH2:41][Br:8])[C:38]([Br:42])=[CH:37][C:32]=1[C:33]([O:35][CH3:36])=[O:34])(=[O:29])[CH3:28]. The catalyst class is: 53. (3) Reactant: [F:1][C:2]([F:16])([C:6]1[CH:11]=[CH:10][C:9]([O:12][CH:13]([CH3:15])[CH3:14])=[CH:8][CH:7]=1)[C:3]([OH:5])=O.P(Cl)(Cl)(Cl)=O.Cl.[NH2:23][CH2:24][C:25]1[CH:26]=[C:27]2[C:31](=[CH:32][CH:33]=1)[C:30](=[O:34])[N:29]([CH:35]1[CH2:40][CH2:39][C:38](=[O:41])[NH:37][C:36]1=[O:42])[CH2:28]2.C(=O)(O)[O-].[Na+]. Product: [O:42]=[C:36]1[CH:35]([N:29]2[CH2:28][C:27]3[C:31](=[CH:32][CH:33]=[C:25]([CH2:24][NH:23][C:3](=[O:5])[C:2]([F:1])([F:16])[C:6]4[CH:11]=[CH:10][C:9]([O:12][CH:13]([CH3:15])[CH3:14])=[CH:8][CH:7]=4)[CH:26]=3)[C:30]2=[O:34])[CH2:40][CH2:39][C:38](=[O:41])[NH:37]1. The catalyst class is: 17. (4) Reactant: [C:1]([N:8]1[CH2:13][CH2:12][CH2:11][CH2:10][C:9]1=O)([O:3][C:4]([CH3:7])([CH3:6])[CH3:5])=[O:2].[CH3:15][O:16][C:17]1[CH:23]=[CH:22][C:20]([NH2:21])=[CH:19][CH:18]=1.S([O-])([O-])(=O)=O.[Na+].[Na+].C(O[BH-](OC(=O)C)OC(=O)C)(=O)C.[Na+]. Product: [CH3:15][O:16][C:17]1[CH:23]=[CH:22][C:20]([NH:21][CH:11]2[CH2:12][CH2:13][N:8]([C:1]([O:3][C:4]([CH3:7])([CH3:6])[CH3:5])=[O:2])[CH2:9][CH2:10]2)=[CH:19][CH:18]=1. The catalyst class is: 15. (5) Reactant: Br[C:2]1[CH:11]=[CH:10][C:9]2[C:4](=[CH:5][C:6]([Br:12])=[CH:7][CH:8]=2)[CH:3]=1.[O:13]=[C:14]1[NH:19][CH2:18][CH2:17][N:16]([C:20]([O:22][C:23]([CH3:26])([CH3:25])[CH3:24])=[O:21])[CH2:15]1.CNC1CCCCC1NC.[O-]P([O-])([O-])=O.[K+].[K+].[K+]. Product: [Br:12][C:6]1[CH:5]=[C:4]2[C:9]([CH:10]=[CH:11][C:2]([N:19]3[CH2:18][CH2:17][N:16]([C:20]([O:22][C:23]([CH3:25])([CH3:24])[CH3:26])=[O:21])[CH2:15][C:14]3=[O:13])=[CH:3]2)=[CH:8][CH:7]=1. The catalyst class is: 321. (6) Reactant: [NH2:1][C:2]1[S:3][C:4]2[CH:10]=[C:9]([O:11][C:12]3[CH:13]=[C:14]([CH:28]=[CH:29][CH:30]=3)[C:15]([NH:17][C:18]3[CH:23]=[CH:22][C:21]([C:24]([F:27])([F:26])[F:25])=[CH:20][CH:19]=3)=[O:16])[CH:8]=[CH:7][C:5]=2[N:6]=1.[CH:31]1([C:34](Cl)=[O:35])[CH2:33][CH2:32]1.C(N(C(C)C)C(C)C)C.O. Product: [CH:31]1([C:34]([NH:1][C:2]2[S:3][C:4]3[CH:10]=[C:9]([O:11][C:12]4[CH:13]=[C:14]([CH:28]=[CH:29][CH:30]=4)[C:15]([NH:17][C:18]4[CH:19]=[CH:20][C:21]([C:24]([F:27])([F:25])[F:26])=[CH:22][CH:23]=4)=[O:16])[CH:8]=[CH:7][C:5]=3[N:6]=2)=[O:35])[CH2:33][CH2:32]1. The catalyst class is: 7. (7) Reactant: [NH2:1][C@H:2]([CH2:32][CH:33]([CH3:35])[CH3:34])[C:3]([N:5]1[CH2:10][CH2:9][CH:8]([N:11]2[N:20]=[C:19]([C:21]3[CH:26]=[CH:25][C:24]([O:27][CH3:28])=[C:23]([O:29][CH3:30])[CH:22]=3)[C@@H:18]3[C@@H:13]([CH2:14][CH2:15][CH2:16][CH2:17]3)[C:12]2=[O:31])[CH2:7][CH2:6]1)=[O:4].[CH:36]1([CH2:39][O:40][C:41]2[CH:49]=[CH:48][C:44]3[O:45][CH2:46][O:47][C:43]=3[C:42]=2[C:50]2[C:51]3[NH:58][CH:57]=[C:56]([C:59](O)=[O:60])[C:52]=3[N:53]=[CH:54][N:55]=2)[CH2:38][CH2:37]1.CN(C(ON1N=NC2C=CC=CC1=2)=[N+](C)C)C.F[P-](F)(F)(F)(F)F.CCN(C(C)C)C(C)C. Product: [CH:36]1([CH2:39][O:40][C:41]2[CH:49]=[CH:48][C:44]3[O:45][CH2:46][O:47][C:43]=3[C:42]=2[C:50]2[C:51]3[NH:58][CH:57]=[C:56]([C:59]([NH:1][C@H:2]([CH2:32][CH:33]([CH3:35])[CH3:34])[C:3]([N:5]4[CH2:6][CH2:7][CH:8]([N:11]5[N:20]=[C:19]([C:21]6[CH:26]=[CH:25][C:24]([O:27][CH3:28])=[C:23]([O:29][CH3:30])[CH:22]=6)[C@@H:18]6[C@@H:13]([CH2:14][CH2:15][CH2:16][CH2:17]6)[C:12]5=[O:31])[CH2:9][CH2:10]4)=[O:4])=[O:60])[C:52]=3[N:53]=[CH:54][N:55]=2)[CH2:37][CH2:38]1. The catalyst class is: 2. (8) Reactant: [Br:1][C:2]1[CH:10]=[C:9]2[C:5]([C:6]([CH:11]=O)=[CH:7][NH:8]2)=[CH:4][CH:3]=1.[H-].[Al+3].[Li+].[H-].[H-].[H-]. Product: [Br:1][C:2]1[CH:10]=[C:9]2[C:5]([C:6]([CH3:11])=[CH:7][NH:8]2)=[CH:4][CH:3]=1. The catalyst class is: 7. (9) Reactant: C([N:8](CC1C=CC=CC=1)[CH2:9][C:10]([F:17])([F:16])[C:11]([O:13][CH2:14][CH3:15])=[O:12])C1C=CC=CC=1.[C:25]([OH:31])([C:27]([F:30])([F:29])[F:28])=[O:26]. Product: [OH:31][C:25]([C:27]([F:30])([F:29])[F:28])=[O:26].[NH2:8][CH2:9][C:10]([F:17])([F:16])[C:11]([O:13][CH2:14][CH3:15])=[O:12]. The catalyst class is: 14.